Task: Predict the product of the given reaction.. Dataset: Forward reaction prediction with 1.9M reactions from USPTO patents (1976-2016) Given the reactants [I:1][C:2]1[CH:8]=[CH:7][C:5]([NH2:6])=[CH:4][CH:3]=1.C(O[CH:12]=[C:13]([C:19]([O:21][CH2:22][CH3:23])=[O:20])[C:14]([O:16][CH2:17][CH3:18])=[O:15])C, predict the reaction product. The product is: [CH2:17]([O:16][C:14](=[O:15])[C:13](=[CH:12][NH:6][C:5]1[CH:7]=[CH:8][C:2]([I:1])=[CH:3][CH:4]=1)[C:19]([O:21][CH2:22][CH3:23])=[O:20])[CH3:18].